This data is from NCI-60 drug combinations with 297,098 pairs across 59 cell lines. The task is: Regression. Given two drug SMILES strings and cell line genomic features, predict the synergy score measuring deviation from expected non-interaction effect. (1) Drug 1: C1=NC2=C(N1)C(=S)N=C(N2)N. Drug 2: CN(C(=O)NC(C=O)C(C(C(CO)O)O)O)N=O. Cell line: KM12. Synergy scores: CSS=37.4, Synergy_ZIP=10.6, Synergy_Bliss=0.715, Synergy_Loewe=-39.4, Synergy_HSA=0.498. (2) Drug 2: CC12CCC3C(C1CCC2=O)CC(=C)C4=CC(=O)C=CC34C. Synergy scores: CSS=12.0, Synergy_ZIP=5.19, Synergy_Bliss=5.17, Synergy_Loewe=-14.3, Synergy_HSA=1.65. Drug 1: C1CCC(C1)C(CC#N)N2C=C(C=N2)C3=C4C=CNC4=NC=N3. Cell line: SK-MEL-28. (3) Drug 2: C(CC(=O)O)C(=O)CN.Cl. Cell line: UACC62. Synergy scores: CSS=15.6, Synergy_ZIP=-0.793, Synergy_Bliss=1.58, Synergy_Loewe=-27.6, Synergy_HSA=1.81. Drug 1: CC(C1=C(C=CC(=C1Cl)F)Cl)OC2=C(N=CC(=C2)C3=CN(N=C3)C4CCNCC4)N.